Task: Predict the product of the given reaction.. Dataset: Forward reaction prediction with 1.9M reactions from USPTO patents (1976-2016) Given the reactants [Cl:1][C:2]1[CH:7]=[CH:6][C:5]([C:8]2(O)[O:12][C:11](=O)[CH2:10][C:9]2([CH3:15])[CH3:14])=[CH:4][C:3]=1[N+:17]([O-])=O.O.[NH2:21][NH2:22], predict the reaction product. The product is: [NH2:17][C:3]1[CH:4]=[C:5]([C:8]2[C:9]([CH3:15])([CH3:14])[CH2:10][C:11](=[O:12])[NH:21][N:22]=2)[CH:6]=[CH:7][C:2]=1[Cl:1].